From a dataset of Reaction yield outcomes from USPTO patents with 853,638 reactions. Predict the reaction yield, written as a fraction of the theoretical maximum amount of product (1.0 means a 100% yield; for example, 0.34 means a 34% yield). (1) The reactants are [C:1]([C:5]1[CH:10]=[CH:9][CH:8]=[CH:7][C:6]=1[NH2:11])([CH3:4])([CH3:3])[CH3:2].[N+:12]([O-])([O-:14])=[O:13].[K+]. The catalyst is S(=O)(=O)(O)O. The product is [C:1]([C:5]1[CH:10]=[CH:9][C:8]([N+:12]([O-:14])=[O:13])=[CH:7][C:6]=1[NH2:11])([CH3:4])([CH3:2])[CH3:3]. The yield is 0.640. (2) The reactants are [CH3:1][C:2](=[CH:8][C:9]1[CH:14]=[CH:13][C:12]([CH3:15])=[CH:11][CH:10]=1)[C:3](OCC)=[O:4].[Cl-].[Ce+3].[Cl-].[Cl-].[H-].[Al+3].[Li+].[H-].[H-].[H-].O. The catalyst is O1CCCC1. The product is [CH3:1][C:2](=[CH:8][C:9]1[CH:10]=[CH:11][C:12]([CH3:15])=[CH:13][CH:14]=1)[CH2:3][OH:4]. The yield is 0.420. (3) The reactants are [F:1][CH:2]1[C:7](=O)[CH2:6][CH2:5][N:4]([C:9]([O:11][CH2:12][C:13]2[CH:18]=[CH:17][C:16]([CH3:19])=[CH:15][CH:14]=2)=[O:10])[CH2:3]1.[C:20]([CH:25]=P(C1C=CC=CC=1)(C1C=CC=CC=1)C1C=CC=CC=1)([O:22][CH2:23][CH3:24])=[O:21]. The catalyst is C1(C)C=CC=CC=1. The product is [CH2:23]([O:22][C:20](=[O:21])/[CH:25]=[C:7]1\[CH:2]([F:1])[CH2:3][N:4]([C:9]([O:11][CH2:12][C:13]2[CH:18]=[CH:17][C:16]([CH3:19])=[CH:15][CH:14]=2)=[O:10])[CH2:5][CH2:6]\1)[CH3:24]. The yield is 0.780. (4) The reactants are [Cl:1][C:2]1[CH:21]=[CH:20][C:5]([CH:6]=[C:7]2[CH2:12][CH2:11][N:10]([C:13]([O:15][C:16]([CH3:19])([CH3:18])[CH3:17])=[O:14])[CH2:9][CH2:8]2)=[CH:4][C:3]=1[F:22]. The catalyst is [Pt](=O)=O. The product is [Cl:1][C:2]1[CH:21]=[CH:20][C:5]([CH2:6][CH:7]2[CH2:8][CH2:9][N:10]([C:13]([O:15][C:16]([CH3:19])([CH3:17])[CH3:18])=[O:14])[CH2:11][CH2:12]2)=[CH:4][C:3]=1[F:22]. The yield is 0.980. (5) The reactants are [C:1](Cl)(=[O:8])[C:2]1[CH:7]=[CH:6][CH:5]=[CH:4][CH:3]=1.[NH2:10][C:11]1[CH:12]=[C:13]2[C:17](=[CH:18][CH:19]=1)[N:16]([NH:20][C:21]([C:23]1[C:24]([CH3:36])=[N:25][C:26]([C:29]3[CH:34]=[CH:33][CH:32]=[C:31]([F:35])[CH:30]=3)=[N:27][CH:28]=1)=[O:22])[CH:15]=[CH:14]2.C(N(CC)CC)C. The catalyst is C(Cl)Cl. The product is [C:1]([NH:10][C:11]1[CH:12]=[C:13]2[C:17](=[CH:18][CH:19]=1)[N:16]([NH:20][C:21]([C:23]1[C:24]([CH3:36])=[N:25][C:26]([C:29]3[CH:34]=[CH:33][CH:32]=[C:31]([F:35])[CH:30]=3)=[N:27][CH:28]=1)=[O:22])[CH:15]=[CH:14]2)(=[O:8])[C:2]1[CH:7]=[CH:6][CH:5]=[CH:4][CH:3]=1. The yield is 0.430. (6) The reactants are [CH3:1][NH:2][CH3:3].[CH2:4]([O:6][C:7]([C:9]1[C:18]([Cl:19])=[CH:17][C:16]2[C:11](=[C:12]([CH:20]=O)[CH:13]=[CH:14][CH:15]=2)[CH:10]=1)=[O:8])[CH3:5].C([BH3-])#N.[Na+].C(O)(=O)C. The catalyst is C1COCC1.CO. The product is [CH2:4]([O:6][C:7]([C:9]1[C:18]([Cl:19])=[CH:17][C:16]2[C:11](=[C:12]([CH2:20][N:2]([CH3:3])[CH3:1])[CH:13]=[CH:14][CH:15]=2)[CH:10]=1)=[O:8])[CH3:5]. The yield is 0.340. (7) The reactants are [Br:1]N1C(=O)CCC1=O.[I:9][C:10]1[CH:15]=[C:14]([Br:16])[CH:13]=[CH:12][C:11]=1[CH3:17]. The product is [I:9][C:10]1[CH:15]=[C:14]([Br:16])[CH:13]=[CH:12][C:11]=1[CH2:17][Br:1]. The catalyst is ClC1C=CC=CC=1.C(OOCC1C=CC=CC=1)C1C=CC=CC=1. The yield is 0.240. (8) The reactants are C[O:2][C:3]([C@H:5]1[N:10]([C:11]2[S:12][C:13]3[CH:19]=[C:18]([C:20]([F:23])([F:22])[F:21])[CH:17]=[CH:16][C:14]=3[N:15]=2)[CH2:9][CH2:8][N:7]([C:24]([O:26][C:27]([CH3:30])([CH3:29])[CH3:28])=[O:25])[CH2:6]1)=O.[BH4-].[Li+].[Cl-].[NH4+]. The catalyst is O1CCCC1. The product is [C:27]([O:26][C:24]([N:7]1[CH2:8][CH2:9][N:10]([C:11]2[S:12][C:13]3[CH:19]=[C:18]([C:20]([F:21])([F:23])[F:22])[CH:17]=[CH:16][C:14]=3[N:15]=2)[C@H:5]([CH2:3][OH:2])[CH2:6]1)=[O:25])([CH3:30])([CH3:29])[CH3:28]. The yield is 0.760. (9) The reactants are [CH3:1][C:2]1[C:12]([N+:13]([O-:15])=[O:14])=[CH:11][C:10]([N+:16]([O-:18])=[O:17])=[CH:9][C:3]=1[C:4]([O:6][CH2:7][CH3:8])=[O:5].C[C:20]([N:22]([CH3:24])[CH3:23])=O. The catalyst is CN(C=O)C. The product is [CH3:20][N:22]([CH3:24])/[CH:23]=[CH:1]/[C:2]1[C:12]([N+:13]([O-:15])=[O:14])=[CH:11][C:10]([N+:16]([O-:18])=[O:17])=[CH:9][C:3]=1[C:4]([O:6][CH2:7][CH3:8])=[O:5]. The yield is 0.480.